This data is from Reaction yield outcomes from USPTO patents with 853,638 reactions. The task is: Predict the reaction yield, written as a fraction of the theoretical maximum amount of product (1.0 means a 100% yield; for example, 0.34 means a 34% yield). (1) The reactants are [CH2:1]([NH:3][C:4]1[CH:9]=[CH:8][C:7]([N+:10]([O-:12])=[O:11])=[CH:6][C:5]=1[CH2:13][NH:14][CH2:15][CH3:16])[CH3:2].C1N=CN([C:22](N2C=NC=C2)=[O:23])C=1. The catalyst is C1COCC1. The product is [CH2:1]([N:3]1[C:4]2[C:5](=[CH:6][C:7]([N+:10]([O-:12])=[O:11])=[CH:8][CH:9]=2)[CH2:13][N:14]([CH2:15][CH3:16])[C:22]1=[O:23])[CH3:2]. The yield is 0.900. (2) The reactants are [NH2:1][C:2]1[C:3]([Cl:16])=[CH:4][CH:5]=[C:6]2[C:10]=1[NH:9][C:8]([C:11]([O:13][CH2:14][CH3:15])=[O:12])=[CH:7]2.[S:17]1[CH:21]=[CH:20][CH:19]=[C:18]1[S:22](Cl)(=[O:24])=[O:23]. The catalyst is N1C=CC=CC=1. The product is [Cl:16][C:3]1[C:2]([NH:1][S:22]([C:18]2[S:17][CH:21]=[CH:20][CH:19]=2)(=[O:24])=[O:23])=[C:10]2[C:6]([CH:7]=[C:8]([C:11]([O:13][CH2:14][CH3:15])=[O:12])[NH:9]2)=[CH:5][CH:4]=1. The yield is 0.850. (3) The reactants are [CH2:1]([O:8][C:9]1[CH:23]=[C:22]([CH2:24][CH3:25])[CH:21]=[CH:20][C:10]=1[O:11][C:12]1[CH:18]=[CH:17][C:15]([NH2:16])=[CH:14][C:13]=1[F:19])[C:2]1[CH:7]=[CH:6][CH:5]=[CH:4][CH:3]=1.C([O-])([O-])=O.[K+].[K+].Br[CH2:33][CH2:34][CH2:35][OH:36]. The catalyst is CN(C=O)C. The product is [CH2:1]([O:8][C:9]1[CH:23]=[C:22]([CH2:24][CH3:25])[CH:21]=[CH:20][C:10]=1[O:11][C:12]1[CH:18]=[CH:17][C:15]([NH:16][CH2:33][CH2:34][CH2:35][OH:36])=[CH:14][C:13]=1[F:19])[C:2]1[CH:3]=[CH:4][CH:5]=[CH:6][CH:7]=1. The yield is 0.426. (4) The reactants are C([O:3][CH:4](OCC)[CH2:5][N:6]1[C:10](=[O:11])[C:9]2=[CH:12][CH:13]=[CH:14][CH:15]=[C:8]2[C:7]1=[O:16])C. The catalyst is Cl. The product is [C:7]1(=[O:16])[N:6]([CH2:5][CH:4]=[O:3])[C:10](=[O:11])[C:9]2=[CH:12][CH:13]=[CH:14][CH:15]=[C:8]12. The yield is 0.880. (5) The reactants are Br[C:2]1[CH:7]=[CH:6][C:5]([C:8]([F:11])([F:10])[F:9])=[CH:4][N:3]=1.C([O-])([O-])=O.[Cs+].[Cs+].C1C=CC(P(C2C(C3C(P(C4C=CC=CC=4)C4C=CC=CC=4)=CC=C4C=3C=CC=C4)=C3C(C=CC=C3)=CC=2)C2C=CC=CC=2)=CC=1.[CH:64]1([NH2:67])[CH2:66][CH2:65]1. The catalyst is O1CCOCC1.O.CC([O-])=O.CC([O-])=O.[Pd+2]. The product is [CH:64]1([NH:67][C:2]2[CH:7]=[CH:6][C:5]([C:8]([F:11])([F:10])[F:9])=[CH:4][N:3]=2)[CH2:66][CH2:65]1. The yield is 0.110. (6) The reactants are [CH3:1][C:2]([N:7]1[CH:11]=[C:10]([C:12]2[C:13]3[CH:20]=[CH:19][NH:18][C:14]=3[N:15]=[CH:16][N:17]=2)[CH:9]=[N:8]1)([CH3:6])[CH2:3][CH2:4][OH:5].[CH3:21][S:22](Cl)(=[O:24])=[O:23]. The catalyst is C(Cl)Cl. The product is [CH3:21][S:22]([O:5][CH2:4][CH2:3][C:2]([CH3:1])([N:7]1[CH:11]=[C:10]([C:12]2[C:13]3[CH:20]=[CH:19][NH:18][C:14]=3[N:15]=[CH:16][N:17]=2)[CH:9]=[N:8]1)[CH3:6])(=[O:24])=[O:23]. The yield is 0.570. (7) The reactants are [CH3:1][C:2]([OH:6])([C:4]#[CH:5])[CH3:3].C(N(CC)CC)C.Br[C:15]1[CH:36]=[CH:35][C:18]([C:19]([NH:21][S:22]([C:25]2[CH:30]=[CH:29][CH:28]=[CH:27][C:26]=2[S:31](=[O:34])(=[O:33])[NH2:32])(=[O:24])=[O:23])=[O:20])=[CH:17][C:16]=1[O:37][CH:38]([CH3:40])[CH3:39]. The catalyst is CN(C)C=O.C1C=CC([P]([Pd]([P](C2C=CC=CC=2)(C2C=CC=CC=2)C2C=CC=CC=2)([P](C2C=CC=CC=2)(C2C=CC=CC=2)C2C=CC=CC=2)[P](C2C=CC=CC=2)(C2C=CC=CC=2)C2C=CC=CC=2)(C2C=CC=CC=2)C2C=CC=CC=2)=CC=1.[Cu]I. The product is [OH:6][C:2]([CH3:3])([CH3:1])[C:4]#[C:5][C:15]1[CH:36]=[CH:35][C:18]([C:19]([NH:21][S:22]([C:25]2[CH:30]=[CH:29][CH:28]=[CH:27][C:26]=2[S:31](=[O:33])(=[O:34])[NH2:32])(=[O:23])=[O:24])=[O:20])=[CH:17][C:16]=1[O:37][CH:38]([CH3:40])[CH3:39]. The yield is 0.230. (8) The reactants are [F:1][C:2]1[CH:7]=[CH:6][C:5]([S:8]([NH:11][C:12]2[CH:17]=[CH:16][CH:15]=[CH:14][C:13]=2[CH:18]2[C:27]([CH3:29])([CH3:28])[CH2:26][C:25]3[C:20](=[CH:21][CH:22]=[C:23]([C:30]([O:32]C)=[O:31])[CH:24]=3)[NH:19]2)(=[O:10])=[O:9])=[CH:4][CH:3]=1.[OH-].[Na+]. The catalyst is O1CCCC1. The product is [F:1][C:2]1[CH:7]=[CH:6][C:5]([S:8]([NH:11][C:12]2[CH:17]=[CH:16][CH:15]=[CH:14][C:13]=2[CH:18]2[C:27]([CH3:28])([CH3:29])[CH2:26][C:25]3[C:20](=[CH:21][CH:22]=[C:23]([C:30]([OH:32])=[O:31])[CH:24]=3)[NH:19]2)(=[O:10])=[O:9])=[CH:4][CH:3]=1. The yield is 0.760. (9) The reactants are [CH3:1][O:2][C:3]1[N:8]=[C:7]([CH:9]=[N:10][S@@:11]([C:13]([CH3:16])([CH3:15])[CH3:14])=[O:12])[CH:6]=[CH:5][CH:4]=1.[CH3:17][Mg]Br.[NH4+].[Cl-]. The catalyst is C1COCC1.CCOC(C)=O. The product is [CH3:1][O:2][C:3]1[N:8]=[C:7]([CH:9]([NH:10][S@@:11]([C:13]([CH3:16])([CH3:15])[CH3:14])=[O:12])[CH3:17])[CH:6]=[CH:5][CH:4]=1. The yield is 0.830. (10) The reactants are [N:1]1([C:12]([O:14][C:15]([CH3:18])([CH3:17])[CH3:16])=[O:13])[CH2:6][CH2:5][CH2:4][CH:3]([C:7]([O:9][CH2:10][CH3:11])=[O:8])[CH2:2]1.C[Si]([N-][Si](C)(C)C)(C)C.[Li+].Cl[S:30][C:31]([O:33][CH3:34])=[O:32]. The catalyst is C1COCC1.C(OCC)(=O)C. The product is [CH3:34][O:33][C:31]([S:30][C:3]1([C:7]([O:9][CH2:10][CH3:11])=[O:8])[CH2:4][CH2:5][CH2:6][N:1]([C:12]([O:14][C:15]([CH3:17])([CH3:16])[CH3:18])=[O:13])[CH2:2]1)=[O:32]. The yield is 0.380.